Regression. Given a peptide amino acid sequence and an MHC pseudo amino acid sequence, predict their binding affinity value. This is MHC class II binding data. From a dataset of Peptide-MHC class II binding affinity with 134,281 pairs from IEDB. (1) The peptide sequence is EKKYFAARQFEPLAA. The MHC is HLA-DPA10201-DPB10101 with pseudo-sequence HLA-DPA10201-DPB10101. The binding affinity (normalized) is 0.750. (2) The peptide sequence is IRPGLLIGFGLRTLW. The MHC is DRB1_0405 with pseudo-sequence DRB1_0405. The binding affinity (normalized) is 0.281. (3) The peptide sequence is PSFAGLRPTFDTRLM. The MHC is DRB1_0701 with pseudo-sequence DRB1_0701. The binding affinity (normalized) is 0.510. (4) The peptide sequence is VKLVDANGKLHDKKS. The MHC is HLA-DPA10201-DPB10101 with pseudo-sequence HLA-DPA10201-DPB10101. The binding affinity (normalized) is 0.136. (5) The peptide sequence is KKLGMLLMTGGVTLVRK. The MHC is DRB3_0101 with pseudo-sequence DRB3_0101. The binding affinity (normalized) is 0.402. (6) The peptide sequence is AFKVQATAANAAPAN. The MHC is DRB1_1001 with pseudo-sequence DRB1_1001. The binding affinity (normalized) is 0.855. (7) The peptide sequence is WNRKELLVTFKNAHA. The MHC is DRB5_0101 with pseudo-sequence DRB5_0101. The binding affinity (normalized) is 0.416. (8) The peptide sequence is FPPNGTHSWEYWGAQ. The MHC is HLA-DQA10201-DQB10202 with pseudo-sequence HLA-DQA10201-DQB10202. The binding affinity (normalized) is 0.139. (9) The peptide sequence is TALTGAMRVTKDTND. The MHC is HLA-DQA10102-DQB10501 with pseudo-sequence HLA-DQA10102-DQB10501. The binding affinity (normalized) is 0.290. (10) The peptide sequence is LFKVRNGGEIGAVAL. The MHC is DRB1_0701 with pseudo-sequence DRB1_0701. The binding affinity (normalized) is 0.496.